Dataset: Full USPTO retrosynthesis dataset with 1.9M reactions from patents (1976-2016). Task: Predict the reactants needed to synthesize the given product. (1) Given the product [Br:1][C:2]1[CH:3]=[C:4]([C:8]2([CH3:15])[NH:13][C:12](=[S:25])[CH2:11][O:10][CH2:9]2)[CH:5]=[CH:6][CH:7]=1, predict the reactants needed to synthesize it. The reactants are: [Br:1][C:2]1[CH:3]=[C:4]([C:8]2([CH3:15])[NH:13][C:12](=O)[CH2:11][O:10][CH2:9]2)[CH:5]=[CH:6][CH:7]=1.COC1C=CC(P2(SP(C3C=CC(OC)=CC=3)(=S)S2)=[S:25])=CC=1.CCOC(C)=O. (2) The reactants are: C(OC(=O)[NH:7][CH2:8][CH2:9][N:10]1[C:18]2[C:17](Cl)=[N:16][CH:15]=[N:14][C:13]=2[CH:12]=[CH:11]1)(C)(C)C.[NH2:21][C:22]1[CH:41]=[CH:40][C:25]([O:26][C:27]2[CH:28]=[CH:29][C:30]([F:39])=[C:31]([CH:38]=2)[C:32]([NH:34][CH:35]2[CH2:37][CH2:36]2)=[O:33])=[C:24]([Cl:42])[CH:23]=1.C(=O)(O)[O-].[Na+].Cl.C(OCC)(=O)C. Given the product [NH2:7][CH2:8][CH2:9][N:10]1[C:18]2[C:17]([NH:21][C:22]3[CH:41]=[CH:40][C:25]([O:26][C:27]4[CH:28]=[CH:29][C:30]([F:39])=[C:31]([CH:38]=4)[C:32]([NH:34][CH:35]4[CH2:37][CH2:36]4)=[O:33])=[C:24]([Cl:42])[CH:23]=3)=[N:16][CH:15]=[N:14][C:13]=2[CH:12]=[CH:11]1, predict the reactants needed to synthesize it.